This data is from Peptide-MHC class II binding affinity with 134,281 pairs from IEDB. The task is: Regression. Given a peptide amino acid sequence and an MHC pseudo amino acid sequence, predict their binding affinity value. This is MHC class II binding data. (1) The peptide sequence is MVVERLGDYLVEQGM. The MHC is DRB1_0101 with pseudo-sequence DRB1_0101. The binding affinity (normalized) is 0.273. (2) The peptide sequence is FDPYGATISATKESA. The MHC is HLA-DPA10201-DPB10501 with pseudo-sequence HLA-DPA10201-DPB10501. The binding affinity (normalized) is 0.211. (3) The MHC is DRB1_0404 with pseudo-sequence DRB1_0404. The binding affinity (normalized) is 0.508. The peptide sequence is GVIMMFLSLGVGA. (4) The peptide sequence is AHCIGITDRDFIEGV. The MHC is DRB4_0101 with pseudo-sequence DRB4_0103. The binding affinity (normalized) is 0.532.